From a dataset of Full USPTO retrosynthesis dataset with 1.9M reactions from patents (1976-2016). Predict the reactants needed to synthesize the given product. (1) Given the product [N:26]1[NH:25][N:24]=[N:23][C:22]=1[C:19]1[CH:20]=[C:21]2[C:16](=[CH:17][CH:18]=1)[NH:15][N:14]=[C:13]2[C:9]1[CH:8]=[C:7]([NH:6][C:4](=[O:5])[CH2:3][O:2][CH3:1])[CH:12]=[CH:11][CH:10]=1, predict the reactants needed to synthesize it. The reactants are: [CH3:1][O:2][CH2:3][C:4]([NH:6][C:7]1[CH:12]=[CH:11][CH:10]=[C:9]([C:13]2[C:21]3[C:16](=[CH:17][CH:18]=[C:19]([C:22]4[N:23]=[N:24][N:25](C(C5C=CC=CC=5)(C5C=CC=CC=5)C5C=CC=CC=5)[N:26]=4)[CH:20]=3)[N:15](C3CCCCO3)[N:14]=2)[CH:8]=1)=[O:5].[OH-].[Na+]. (2) Given the product [C:56]1([C:44]#[C:45][C:46]2[CH:47]=[CH:48][C:49]([N:92]([C:103]([OH:109])([CH3:108])[C:104]([F:106])([F:107])[F:105])[CH2:81][C:82]3[CH:87]=[CH:86][CH:85]=[C:84]([C:88]([F:91])([F:90])[F:89])[CH:83]=3)=[CH:50][C:51]=2[C:2]([F:30])([F:29])[F:1])[CH:61]=[CH:60][CH:59]=[CH:58][CH:57]=1, predict the reactants needed to synthesize it. The reactants are: [F:1][C:2]([F:30])([F:29])C1C=C(N(CC2C=CC=C([C:2]([F:30])([F:29])[F:1])C=2)CC(O)[C:2]([F:30])([F:29])[F:1])C=CC=1Br.C([Sn]([C:44]#[C:45][C:46]1[CH:51]=[CH:50][CH:49]=[CH:48][CH:47]=1)(CCCC)CCCC)CCC.C([C:56]1[CH:61]=[CH:60][C:59](C#C[SnH3])=[C:58](CCCC)[C:57]=1CCCC)CCC.C1(C#C[CH:81]([N:92]([C:103]([OH:109])([CH3:108])[C:104]([F:107])([F:106])[F:105])C2C=CC=C(C(F)(F)F)C=2)[C:82]2[CH:87]=[CH:86][CH:85]=[C:84]([C:88]([F:91])([F:90])[F:89])[CH:83]=2)C=CC=CC=1. (3) Given the product [NH2:1][C:2]1[CH:3]=[C:4]([C:11]2[O:12][CH:13]=[CH:14][CH:15]=2)[C:5]([C:9]#[N:10])=[C:6]([S:8][CH3:16])[N:7]=1, predict the reactants needed to synthesize it. The reactants are: [NH2:1][C:2]1[NH:7][C:6](=[S:8])[C:5]([C:9]#[N:10])=[C:4]([C:11]2[O:12][CH:13]=[CH:14][CH:15]=2)[CH:3]=1.[CH3:16][O-].[Na+].CI.